Task: Predict the reaction yield, written as a fraction of the theoretical maximum amount of product (1.0 means a 100% yield; for example, 0.34 means a 34% yield).. Dataset: Reaction yield outcomes from USPTO patents with 853,638 reactions (1) The reactants are [CH2:1]([O:3][C:4]([C:6]1[C:10]([C:11]2[CH:16]=[CH:15][CH:14]=[CH:13][C:12]=2[F:17])=[CH:9][S:8][C:7]=1[NH2:18])=[O:5])[CH3:2].C(N(CC)CC)C.[F:26][C:27]([F:38])([F:37])[C:28](O[C:28](=[O:29])[C:27]([F:38])([F:37])[F:26])=[O:29].O. The catalyst is C(Cl)(Cl)Cl. The product is [CH2:1]([O:3][C:4]([C:6]1[C:10]([C:11]2[CH:16]=[CH:15][CH:14]=[CH:13][C:12]=2[F:17])=[CH:9][S:8][C:7]=1[NH:18][C:28](=[O:29])[C:27]([F:38])([F:37])[F:26])=[O:5])[CH3:2]. The yield is 0.840. (2) The reactants are [CH3:1][O:2][C:3]1[CH:4]=[C:5]2[C:10](=[CH:11][CH:12]=1)[CH:9]=[C:8]([C@H:13]([CH3:17])[C:14]([OH:16])=[O:15])[CH:7]=[CH:6]2.[OH:18][CH2:19][C:20]([N+:25]([O-:27])=[O:26])([CH2:23]O)[CH2:21][OH:22].Cl.CN(C)CCCN=C=NCC.N(C(C)C)(C(C)C)CC. The catalyst is CC(C)=O. The product is [CH3:1][O:2][C:3]1[CH:4]=[C:5]2[C:10](=[CH:11][CH:12]=1)[CH:9]=[C:8]([C@H:13]([CH3:17])[C:14]([O:16][CH2:23][C:20]([CH2:21][OH:22])([N+:25]([O-:27])=[O:26])[CH2:19][OH:18])=[O:15])[CH:7]=[CH:6]2. The yield is 0.390. (3) No catalyst specified. The product is [CH3:1][O:2][C:3](=[O:13])[C:4]1[C:5]([CH2:11][N:15]([CH3:16])[CH3:14])=[CH:6][CH:7]=[CH:8][C:9]=1[Cl:10]. The yield is 0.170. The reactants are [CH3:1][O:2][C:3](=[O:13])[C:4]1[C:9]([Cl:10])=[CH:8][CH:7]=[CH:6][C:5]=1[CH2:11]Br.[CH3:14][NH:15][CH3:16]. (4) The reactants are [CH3:1][N:2]1[CH2:6][C@H:5]([C:7]([O:9][CH2:10][C:11]2[CH:16]=[CH:15][CH:14]=[CH:13][CH:12]=2)=[O:8])[N:4](C(OC(C)(C)C)=O)[C:3]1=[O:24].C(O)(C(F)(F)F)=O.C([O-])(O)=O.[Na+]. The catalyst is C(Cl)Cl. The product is [CH3:1][N:2]1[CH2:6][C@H:5]([C:7]([O:9][CH2:10][C:11]2[CH:16]=[CH:15][CH:14]=[CH:13][CH:12]=2)=[O:8])[NH:4][C:3]1=[O:24]. The yield is 0.700. (5) The reactants are [CH3:1][O:2][C:3]1[CH:15]=[CH:14][C:6]([CH2:7][NH:8][C:9]2[S:10][CH:11]=[CH:12][N:13]=2)=[CH:5][CH:4]=1.C[Si]([N-][Si](C)(C)C)(C)C.[Li+].[Cl:26][C:27]1[C:36]2[C:31](=[CH:32][C:33]([S:38](Cl)(=[O:40])=[O:39])=[C:34]([CH3:37])[CH:35]=2)[N:30]=[CH:29][CH:28]=1.[NH4+].[Cl-]. The catalyst is C1COCC1. The product is [Cl:26][C:27]1[C:36]2[C:31](=[CH:32][C:33]([S:38]([N:8]([CH2:7][C:6]3[CH:5]=[CH:4][C:3]([O:2][CH3:1])=[CH:15][CH:14]=3)[C:9]3[S:10][CH:11]=[CH:12][N:13]=3)(=[O:39])=[O:40])=[C:34]([CH3:37])[CH:35]=2)[N:30]=[CH:29][CH:28]=1. The yield is 0.556.